This data is from Catalyst prediction with 721,799 reactions and 888 catalyst types from USPTO. The task is: Predict which catalyst facilitates the given reaction. Reactant: [C:1]([O:5][C:6]([NH:8][C@@H:9]1[CH2:14][CH2:13][C@H:12]([C:15]([OH:17])=O)[CH2:11][CH2:10]1)=[O:7])([CH3:4])([CH3:3])[CH3:2].CN(C(O[N:26]1N=N[C:32]2[C:27]1=[CH:28][CH:29]=[CH:30][CH:31]=2)=[N+](C)C)C.F[P-](F)(F)(F)(F)F.CCN(C(C)C)C(C)C.NC1C=CC=CC=1. Product: [NH:26]([C:15]([C@@H:12]1[CH2:11][CH2:10][C@H:9]([NH:8][C:6](=[O:7])[O:5][C:1]([CH3:2])([CH3:3])[CH3:4])[CH2:14][CH2:13]1)=[O:17])[C:27]1[CH:32]=[CH:31][CH:30]=[CH:29][CH:28]=1. The catalyst class is: 31.